The task is: Predict the reaction yield, written as a fraction of the theoretical maximum amount of product (1.0 means a 100% yield; for example, 0.34 means a 34% yield).. This data is from Reaction yield outcomes from USPTO patents with 853,638 reactions. (1) The reactants are [OH-].[Na+].C(O)C.[CH3:6][N:7]1[C:11]2[CH:12]=[CH:13][CH:14]=[C:15]([C:16]3[CH:17]=[C:18]([CH:24]=[CH:25][CH:26]=3)[C:19]([O:21]CC)=[O:20])[C:10]=2[N:9]=[C:8]1[NH:27][C:28]1[CH:33]=[CH:32][CH:31]=[C:30]([C:34]([F:37])([F:36])[F:35])[CH:29]=1. The catalyst is O.C(O)(=O)CC(CC(O)=O)(C(O)=O)O. The product is [CH3:6][N:7]1[C:11]2[CH:12]=[CH:13][CH:14]=[C:15]([C:16]3[CH:17]=[C:18]([CH:24]=[CH:25][CH:26]=3)[C:19]([OH:21])=[O:20])[C:10]=2[N:9]=[C:8]1[NH:27][C:28]1[CH:33]=[CH:32][CH:31]=[C:30]([C:34]([F:36])([F:35])[F:37])[CH:29]=1. The yield is 0.600. (2) The reactants are [CH3:1][C:2]([C:7]1[CH:12]=[CH:11][CH:10]=[CH:9][CH:8]=1)([CH3:6])[C:3](O)=[O:4].CSC.B.CO.O. The catalyst is C1COCC1. The product is [CH3:6][C:2]([C:7]1[CH:12]=[CH:11][CH:10]=[CH:9][CH:8]=1)([CH3:1])[CH2:3][OH:4]. The yield is 0.770. (3) The reactants are [CH3:1][N:2]1[C:10]2[C:5](=[CH:6][C:7]([CH3:11])=[CH:8][CH:9]=2)[CH:4]=[CH:3]1.C([Li])CCC.[B:17](OC)([O:20]C)[O:18]C.Cl.[OH-].[Na+]. The catalyst is C1COCC1. The product is [CH3:1][N:2]1[C:10]2[C:5](=[CH:6][C:7]([CH3:11])=[CH:8][CH:9]=2)[CH:4]=[C:3]1[B:17]([OH:20])[OH:18]. The yield is 0.120. (4) The reactants are Cl[C:2]1[N:7]=[C:6]([N:8]2[C:12]3[CH:13]=[CH:14][CH:15]=[CH:16][C:11]=3[N:10]=[C:9]2[CH:17]([F:19])[F:18])[N:5]=[C:4]([N:20]2[CH2:25][CH2:24][O:23][CH2:22][CH2:21]2)[N:3]=1.[CH2:26]([N:32]1[CH2:37][CH2:36][NH:35][CH2:34][CH2:33]1)[CH2:27][CH2:28][CH2:29][CH2:30][CH3:31]. No catalyst specified. The product is [F:18][CH:17]([F:19])[C:9]1[N:8]([C:6]2[N:7]=[C:2]([N:35]3[CH2:36][CH2:37][N:32]([CH2:26][CH2:27][CH2:28][CH2:29][CH2:30][CH3:31])[CH2:33][CH2:34]3)[N:3]=[C:4]([N:20]3[CH2:25][CH2:24][O:23][CH2:22][CH2:21]3)[N:5]=2)[C:12]2[CH:13]=[CH:14][CH:15]=[CH:16][C:11]=2[N:10]=1. The yield is 0.940. (5) The product is [F:18][C:17]1[C:12]([NH:11][C:5]2[CH:6]=[CH:7][CH:8]=[C:3]([OH:2])[CH:4]=2)=[N:13][C:14]([NH:19][CH2:20][C:25]2[CH:24]=[CH:23][CH:22]=[CH:21][N:29]=2)=[N:15][CH:16]=1. No catalyst specified. The yield is 0.620. The reactants are C1CO[C:8]2[CH:7]=[CH:6][C:5]([NH:11][C:12]3[C:17]([F:18])=[CH:16][N:15]=[C:14]([NH:19][C:20]4[CH:25]=[CH:24][CH:23]=[C:22](O)[CH:21]=4)[N:13]=3)=[CH:4][C:3]=2[O:2]1.ClC1N=C(NC2C=CC=C(O)C=2)C(F)=C[N:29]=1.N1C=CC=CC=1CN.